The task is: Binary Classification. Given a miRNA mature sequence and a target amino acid sequence, predict their likelihood of interaction.. This data is from Experimentally validated miRNA-target interactions with 360,000+ pairs, plus equal number of negative samples. (1) The miRNA is hsa-miR-6080 with sequence UCUAGUGCGGGCGUUCCCG. The protein sequence of the target gene is MAASISGYTFSAVCFHSANSNADHEGFLLGEVRQEETFSISDSQISNTEFLQVIEIHNHQPCSQLFSFYDYASKVNEESLDRILKDRRKKVIGWYRFRRNTQQQMSYREQVIHKQLTRILGVPDLVFLLFSFISTANNSTHALEYVLFRPNRRYNQRISLAIPNLGNTSQQEYKVSSVPNTSQSYAKVIKEHGTDFFDKDGVMKDIRAIYQVYNALQEKVQAVCADVEKSERVVESCQAEVNKLRRQITQKKNEKEQERRLQQALLSRQMPSESLEPAFSPRMSYSGFSAEGRSTLAETE.... Result: 0 (no interaction). (2) The miRNA is hsa-miR-342-3p with sequence UCUCACACAGAAAUCGCACCCGU. The protein sequence of the target gene is MSDESASGSDPDLDPDVELEDAEEEEEEEEVAVEECDRDDEEDLLDDPSLEGMCGTEHAQLGEDGQQPPRCTSTTSSQSEPSEQLRRHQGKNLASEDPKKKRAQKPSHMRRNIRKLLREDQLEPVTKAAQQEELERRKRLEQQRKDYAAPIPTVPLEFLPEEIALRASDGPQLPPRVLAQEVICLDSSSGSEDEKSSRDEVIELSSGEEDTLHIVDSSESVSEDDEEEEKGGTHVNDVLNQRDALGRVLVNLNHPPEEENVFLAPQLARAVKPHQIGGIRFLYDNLVESLERFKTSSGFG.... Result: 1 (interaction). (3) The miRNA is hsa-miR-3184-5p with sequence UGAGGGGCCUCAGACCGAGCUUUU. The protein sequence of the target gene is MAAVAARAGGLLWLRAAGAERRRCGLRCAALVQGFLQPGGEDTAQKRRVAHFTFHPDPESLQYGQTQKMNLFQSITSALDNSLAKDPTAVIFGEDVAFGGVFRCTVGLRDKYGKDRVFNTPLCEQGIVGFGIGIAVTGATAIAEIQFADYIFPAFDQIVNEAAKYRYRSGDLFNCGSLTIRAPWGCVGHGALYHSQSPEAFFAHCPGIKVVIPRSPFQAKGLLLSCIEDKNPCIFFEPKILYRAAVEQVPVEPYKIPLSQAEVIQEGSDVTLVAWGTQVHVIREVASMAQEKLGVSCEVI.... Result: 0 (no interaction). (4) The miRNA is mmu-miR-1192 with sequence AAACAAACAAACAGACCAAAUU. The protein sequence of the target gene is MACGFRRSIACQLSRVLALPPESLIKSISAVPVSKKEEVADFQLSVDSLLEDNNHKSQVDTQDQARRLAEKLKCDTVVTAISAGPRTLNFKINRELLTKAVLQQVTEDGCKYGLKSELFSDLPKKRIVVEFSSPNIAKKFHVGHLRSTIIGNFIANLKEALGHQVTRINYIGDWGMQFGLLGTGFQLFGYEEKLQTNPLQHLFDVYVQVNKEATDDKNVTKLAHEFFHRLEMGDTQALSLWQRFRDLSIEEYTQIYKRLGIYFDEYSGESFYREKSQDVLKLLDSKGLLQKTAEGNVVVD.... Result: 0 (no interaction).